From a dataset of Forward reaction prediction with 1.9M reactions from USPTO patents (1976-2016). Predict the product of the given reaction. Given the reactants [OH:1][C@H:2]1[C@:7](O)([C:8]2[CH:13]=[CH:12][CH:11]=[CH:10][CH:9]=2)[CH2:6][CH2:5][N:4]([C:15]([O:17][C:18]([CH3:21])([CH3:20])[CH3:19])=[O:16])[CH2:3]1, predict the reaction product. The product is: [OH:1][C@H:2]1[C@H:7]([C:8]2[CH:13]=[CH:12][CH:11]=[CH:10][CH:9]=2)[CH2:6][CH2:5][N:4]([C:15]([O:17][C:18]([CH3:21])([CH3:20])[CH3:19])=[O:16])[CH2:3]1.